This data is from Reaction yield outcomes from USPTO patents with 853,638 reactions. The task is: Predict the reaction yield, written as a fraction of the theoretical maximum amount of product (1.0 means a 100% yield; for example, 0.34 means a 34% yield). (1) The reactants are Cl[CH2:2][O:3][C:4]([N:6]1[C:14]2[C:9](=[CH:10][CH:11]=[C:12]([C:15]([F:18])([F:17])[F:16])[CH:13]=2)[C@@:8]([C:20]2[CH:25]=[C:24]([Cl:26])[CH:23]=[CH:22][C:21]=2[O:27][CH3:28])([F:19])[C:7]1=[O:29])=[O:5].[I-:30].[Na+]. The catalyst is CC(C)=O. The product is [I:30][CH2:2][O:3][C:4]([N:6]1[C:14]2[C:9](=[CH:10][CH:11]=[C:12]([C:15]([F:18])([F:17])[F:16])[CH:13]=2)[C:8]([C:20]2[CH:25]=[C:24]([Cl:26])[CH:23]=[CH:22][C:21]=2[O:27][CH3:28])([F:19])[C:7]1=[O:29])=[O:5]. The yield is 0.840. (2) The yield is 0.870. The catalyst is CCOC(C)=O. The reactants are C([SiH](CC)CC)C.FC(F)(F)C(O)=O.[CH3:15][O:16][C:17](=[O:43])[C:18]1[CH:23]=[CH:22][C:21]([S:24]([N:27]2[C:35]3[C:30](=[CH:31][CH:32]=[CH:33][CH:34]=3)[C:29]([C:36]3(O)[CH2:41][CH2:40][CH2:39][CH2:38][CH2:37]3)=[CH:28]2)(=[O:26])=[O:25])=[CH:20][CH:19]=1.C(=O)(O)[O-].[Na+]. The product is [CH3:15][O:16][C:17](=[O:43])[C:18]1[CH:23]=[CH:22][C:21]([S:24]([N:27]2[C:35]3[C:30](=[CH:31][CH:32]=[CH:33][CH:34]=3)[C:29]([CH:36]3[CH2:37][CH2:38][CH2:39][CH2:40][CH2:41]3)=[CH:28]2)(=[O:25])=[O:26])=[CH:20][CH:19]=1. (3) The product is [Cl:1][C:2]1[C:6]2[CH:7]=[CH:8][CH:9]=[CH:10][C:5]=2[O:4][C:3]=1[CH2:11][NH:14][CH3:13]. The reactants are [Cl:1][C:2]1[C:6]2[CH:7]=[CH:8][CH:9]=[CH:10][C:5]=2[O:4][C:3]=1[CH:11]=O.[CH3:13][NH2:14].[BH4-].[Na+]. The yield is 0.820. The catalyst is CO. (4) The reactants are [F:1][C:2]1[CH:3]=[C:4]([CH:9]=[CH:10][C:11]=1[N+:12]([O-])=O)[C:5]([O:7][CH3:8])=[O:6].CCO. The catalyst is [Pd].CCOC(C)=O. The product is [NH2:12][C:11]1[CH:10]=[CH:9][C:4]([C:5]([O:7][CH3:8])=[O:6])=[CH:3][C:2]=1[F:1]. The yield is 0.950. (5) The reactants are [CH:1]([C@H:4]1[CH2:8][O:7][C:6](=[O:9])[N:5]1[C:10](=[O:21])[CH2:11][C:12]([CH3:20])([C:14]1[CH:19]=[CH:18][CH:17]=[CH:16][CH:15]=1)[CH3:13])([CH3:3])[CH3:2].[Na].I[CH3:24]. The catalyst is O1CCCC1.O.C(OCC)(=O)C. The product is [CH3:24][C@@H:11]([C:12]([CH3:20])([C:14]1[CH:15]=[CH:16][CH:17]=[CH:18][CH:19]=1)[CH3:13])[C:10]([N:5]1[C@@H:4]([CH:1]([CH3:3])[CH3:2])[CH2:8][O:7][C:6]1=[O:9])=[O:21]. The yield is 0.710. (6) The reactants are C([Li])CCC.[C:6](#[N:8])[CH3:7].C[O:10][C:11](=O)[CH2:12][C:13]1[CH:18]=[CH:17][C:16]([O:19][CH3:20])=[C:15]([O:21][CH2:22][CH2:23][O:24][CH3:25])[CH:14]=1.[NH4+].[Cl-]. The catalyst is C1COCC1.O. The product is [CH3:20][O:19][C:16]1[CH:17]=[CH:18][C:13]([CH2:12][C:11](=[O:10])[CH2:7][C:6]#[N:8])=[CH:14][C:15]=1[O:21][CH2:22][CH2:23][O:24][CH3:25]. The yield is 0.680. (7) The reactants are [F:1][C:2]1[C:3]([C:8]2([CH2:12][NH:13][C:14]3[N:19]=[N:18][C:17]([C:20]4[CH:21]=[C:22]5[C:26](=[CH:27][CH:28]=4)[NH:25][N:24]=[C:23]5[NH:29][CH2:30][CH2:31][NH:32]C(=O)OCC4C=CC=CC=4)=[CH:16][CH:15]=3)[CH2:11][CH2:10][CH2:9]2)=[N:4][CH:5]=[CH:6][CH:7]=1.[Si](I)(C)(C)C. The catalyst is C(#N)C.CO. The product is [F:1][C:2]1[C:3]([C:8]2([CH2:12][NH:13][C:14]3[N:19]=[N:18][C:17]([C:20]4[CH:21]=[C:22]5[C:26](=[CH:27][CH:28]=4)[NH:25][N:24]=[C:23]5[NH:29][CH2:30][CH2:31][NH2:32])=[CH:16][CH:15]=3)[CH2:9][CH2:10][CH2:11]2)=[N:4][CH:5]=[CH:6][CH:7]=1. The yield is 0.880. (8) The reactants are [CH3:1][C:2]1[C:8](=[O:9])[NH:7][C:5](=[O:6])[N:4]([C@@H:10]2[O:14][C@H:13]([CH2:15][OH:16])[CH:12]=[CH:11]2)[CH:3]=1.CN1C(=O)N(C)CCC1. The catalyst is O. The product is [C@@H:10]1([N:4]2[CH:3]=[C:2]([CH3:1])[C:8](=[O:9])[NH:7][C:5]2=[O:6])[O:14][C@H:13]([CH2:15][OH:16])[CH:12]=[CH:11]1. The yield is 0.668. (9) The reactants are [C:1](OC(=O)C)(=[O:3])[CH3:2].Cl.[Cl:9][C:10]1[C:11]([F:36])=[C:12]([CH:33]=[CH:34][CH:35]=1)[NH:13][C:14]1[C:23]2[C:18](=[CH:19][C:20]([O:31][CH3:32])=[C:21]([O:24][C@H:25]3[CH2:30][CH2:29][CH2:28][NH:27][CH2:26]3)[CH:22]=2)[N:17]=[CH:16][N:15]=1.C(N(C(C)C)CC)(C)C. The catalyst is C(Cl)Cl. The product is [C:1]([N:27]1[CH2:28][CH2:29][CH2:30][C@H:25]([O:24][C:21]2[CH:22]=[C:23]3[C:18](=[CH:19][C:20]=2[O:31][CH3:32])[N:17]=[CH:16][N:15]=[C:14]3[NH:13][C:12]2[CH:33]=[CH:34][CH:35]=[C:10]([Cl:9])[C:11]=2[F:36])[CH2:26]1)(=[O:3])[CH3:2]. The yield is 0.660.